Dataset: Experimentally validated miRNA-target interactions with 360,000+ pairs, plus equal number of negative samples. Task: Binary Classification. Given a miRNA mature sequence and a target amino acid sequence, predict their likelihood of interaction. (1) The miRNA is hsa-miR-3960 with sequence GGCGGCGGCGGAGGCGGGGG. The protein sequence of the target gene is MAKERGLISPSDFAQLQKYMEYSTKKVSDVLKLFEDGEMAKYVQGDAIGYEGFQQFLKIYLEVDNVPRHLSLALFQSFETGHCLNETNVTKDVVCLNDVSCYFSLLEGGRPEDKLEFTFKLYDTDRNGILDSSEVDKIILQMMRVAEYLDWDVSELRPILQEMMKEIDYDGSGSVSQAEWVRAGATTVPLLVLLGLEMTLKDDGQHMWRPKRFPRPVYCNLCESSIGLGKQGLSCNLCKYTVHDQCAMKALPCEVSTYAKSRKDIGVQSHVWVRGGCESGRCDRCQKKIRIYHSLTGLHC.... Result: 0 (no interaction). (2) The miRNA is mmu-miR-320-3p with sequence AAAAGCUGGGUUGAGAGGGCGA. The protein sequence of the target gene is MEIPVPVQPSWLRRASAPLPGFSAPGRLFDQRFGEGLLEAELASLCPAAIAPYYLRAPSVALPTAQVSTDSGYFSVLLDVKHFLPEEISVKVVDDHVEVHARHEERPDEHGFIAREFHRRYRLPPGVDPAAVTSALSPEGVLSIQATPASAQAQLPSPPAAK. Result: 1 (interaction). (3) The miRNA is mmu-miR-24-2-5p with sequence GUGCCUACUGAGCUGAAACAGU. The protein sequence of the target gene is MADVDPDTLLEWLQMGQGDERDMQLIALEQLCMLLLMSDNVDRCFETCPPRTFLPALCKIFLDESAPDNVLEVTARAITYYLDVSAECTRRIVGVDGAIKALCNRLVVVELNNRTSRDLAEQCVKVLELICTRESGAVFEAGGLNCVLTFIRDSGHLVHKDTLHSAMAVVSRLCGKMEPQDSSLEICVESLSSLLKHEDHQVSDGALRCFASLADRFTRRGVDPAPLAKHGLTEELLSRMAAAGGTVSGPSSACKPGRSTTGAPSTTADSKLSNQVSTIVSLLSTLCRGSPVVTHDLLRS.... Result: 0 (no interaction). (4) The miRNA is hsa-miR-501-3p with sequence AAUGCACCCGGGCAAGGAUUCU. The protein sequence of the target gene is MSTDTGVSLPSYEEDQGSKLIRKAKEAPFVPVGIAGFAAIVAYGLYKLKSRGNTKMSIHLIHMRVAAQGFVVGAMTVGMGYSMYREFWAKPKP. Result: 0 (no interaction). (5) The miRNA is hsa-miR-224-5p with sequence UCAAGUCACUAGUGGUUCCGUUUAG. The protein sequence of the target gene is MPSSLGQPDGGGGGGGGGGGVGAAGEDPGPGPAPPPEGAQEAAPAPRPPPEPDDAAAALRLALDQLSALGLGGAGDTDEEGAAGDGAAAAGGADGGAAPEPVPPDGPEAGAPPTLAPAVAPGSLPLLDPNASPPPPPPPRPSPPDVFAGFAPHPAALGPPTLLADQMSVIGSRKKSVNMTECVPVPSSEHVAEIVGRQGCKIKALRAKTNTYIKTPVRGEEPVFIVTGRKEDVEMAKREILSAAEHFSIIRATRSKAGGLPGAAQGPPNLPGQTTIQVRVPYRVVGLVVGPKGATIKRIQ.... Result: 0 (no interaction). (6) The miRNA is hsa-miR-6747-3p with sequence UCCUGCCUUCCUCUGCACCAG. The protein sequence of the target gene is MAAVAVLRAFGASGPMCLRRGPWAQLPARFCSRDPAGAGRRESEPRPTSARQLDGIRNIVLSNPKKRNALSLAMLKSLQSDILHDADSNDLKVIIISAEGPVFSSGHDLKELTEEQGRDYHAEVFQTCSKVMMHIRNHPVPVIAMVNGLAAAAGCQLVASCDIAVASDKSSFATPGVNVGLFCSTPGVALARAVPRKVALEMLFTGEPISAQEALLHGLLSKVVPEAELQEETMRIARKIASLSRPVVSLGKATFYKQLPQDLGTAYYLTSQAMVDNLALRDGQEGITAFLQKRKPVWSH.... Result: 1 (interaction). (7) The miRNA is mmu-miR-3094-5p with sequence UGUUGGGGACAUUUUUAAAGC. The protein sequence of the target gene is MSDTGGDRARLRRYTKLPVWVVEDHQEVLPFIYRAIGSKHLPDSNISFLHLDSHPDLLIPVNMPADTVFDKEALFGELSIENWIMPAVYAGHFSQVIWLHPTWAQQIREGKHCFLVGKDISTTTIRVTSTDSYFLSDGLFVPEDQLENRRPLQLDVILVEPYTLCSKQDDSDSVSSTKKPKLALGSGESSAAADGHSCSEGRRGDAVTPRSDHACQEPSCSRSGGQQSQNTATAGAILDILKTGDAFVLDIDLDFFSVKNPFKEMFTQDEYKILQELYQFKKPDSNLPEDGLVDVVEART.... Result: 1 (interaction).